From a dataset of Reaction yield outcomes from USPTO patents with 853,638 reactions. Predict the reaction yield, written as a fraction of the theoretical maximum amount of product (1.0 means a 100% yield; for example, 0.34 means a 34% yield). (1) The reactants are [CH3:1][O:2][C:3]1[CH:8]=[C:7]([O:9][CH3:10])[CH:6]=[CH:5][C:4]=1[C:11]([C:13]1[C:22]([N+:23]([O-])=O)=[C:21]2[C:16]([CH:17]=[CH:18][CH:19]=[N:20]2)=[CH:15][CH:14]=1)=[O:12].C1COCC1. The catalyst is CO.[Pd]. The product is [NH2:23][C:22]1[C:13]([C:11]([C:4]2[CH:5]=[CH:6][C:7]([O:9][CH3:10])=[CH:8][C:3]=2[O:2][CH3:1])=[O:12])=[CH:14][CH:15]=[C:16]2[C:21]=1[N:20]=[CH:19][CH:18]=[CH:17]2. The yield is 0.800. (2) The reactants are COC1C=CC(C[O:8][CH2:9][C:10]([O:12][CH2:13][NH:14][C:15]([C:17]2[CH:22]=[C:21]([CH3:23])[C:20]([CH:24]([C:35]3[CH:40]=[C:39]([F:41])[CH:38]=[CH:37][C:36]=3[F:42])[S:25]([C:28]3[CH:33]=[CH:32][C:31]([F:34])=[CH:30][CH:29]=3)(=[O:27])=[O:26])=[CH:19][N:18]=2)=[O:16])=[O:11])=CC=1.ClC1C(=O)C(C#N)=C(C#N)C(=O)C=1Cl.O. The catalyst is ClCCl.O. The product is [OH:8][CH2:9][C:10]([O:12][CH2:13][NH:14][C:15]([C:17]1[CH:22]=[C:21]([CH3:23])[C:20]([CH:24]([C:35]2[CH:40]=[C:39]([F:41])[CH:38]=[CH:37][C:36]=2[F:42])[S:25]([C:28]2[CH:29]=[CH:30][C:31]([F:34])=[CH:32][CH:33]=2)(=[O:26])=[O:27])=[CH:19][N:18]=1)=[O:16])=[O:11]. The yield is 0.210. (3) The reactants are [Cl:1][C:2]1[CH:8]=[C:7]([O:9][C:10]2[C:19]3[C:14](=[CH:15][C:16]([O:22][CH3:23])=[C:17]([O:20][CH3:21])[CH:18]=3)[N:13]=[CH:12][N:11]=2)[CH:6]=[CH:5][C:3]=1[NH2:4].ClC(Cl)(O[C:28](=[O:34])OC(Cl)(Cl)Cl)Cl.[CH2:36]([NH2:40])[CH2:37][CH2:38][CH3:39].C(=O)([O-])O.[Na+]. The catalyst is C(Cl)(Cl)Cl.C(N(CC)CC)C. The product is [CH2:36]([NH:40][C:28]([NH:4][C:3]1[CH:5]=[CH:6][C:7]([O:9][C:10]2[C:19]3[C:14](=[CH:15][C:16]([O:22][CH3:23])=[C:17]([O:20][CH3:21])[CH:18]=3)[N:13]=[CH:12][N:11]=2)=[CH:8][C:2]=1[Cl:1])=[O:34])[CH2:37][CH2:38][CH3:39]. The yield is 0.460.